Dataset: Full USPTO retrosynthesis dataset with 1.9M reactions from patents (1976-2016). Task: Predict the reactants needed to synthesize the given product. (1) Given the product [CH2:1]([O:3][C:4]([C:6]1[NH:7][C:8]2[C:13]([C:14]=1[CH:27]=[O:28])=[CH:12][CH:11]=[C:10]([Cl:15])[CH:9]=2)=[O:5])[CH3:2], predict the reactants needed to synthesize it. The reactants are: [CH2:1]([O:3][C:4]([C:6]1[NH:7][C:8]2[C:13]([CH:14]=1)=[CH:12][CH:11]=[C:10]([Cl:15])[CH:9]=2)=[O:5])[CH3:2].P(Cl)(Cl)(Cl)=O.O.[OH-].[Na+].CN([CH:27]=[O:28])C. (2) Given the product [CH3:1][N:2]([CH3:32])[C:3]1[N:12]=[C:11]([NH:13][CH2:14][C:15]2[CH:20]=[CH:19][C:18]([NH:21][C:22](=[O:30])[C:23]3[CH:28]=[CH:27][C:26]([F:29])=[CH:25][CH:24]=3)=[CH:17][CH:16]=2)[C:10]2[C:5](=[CH:6][C:7](/[CH:33]=[CH:34]\[CH3:35])=[CH:8][CH:9]=2)[N:4]=1, predict the reactants needed to synthesize it. The reactants are: [CH3:1][N:2]([CH3:32])[C:3]1[N:12]=[C:11]([NH:13][CH2:14][C:15]2[CH:20]=[CH:19][C:18]([NH:21][C:22](=[O:30])[C:23]3[CH:28]=[CH:27][C:26]([F:29])=[CH:25][CH:24]=3)=[CH:17][CH:16]=2)[C:10]2[C:5](=[CH:6][C:7](I)=[CH:8][CH:9]=2)[N:4]=1.[CH:33](/B(O)O)=[CH:34]/[CH3:35].C([O-])(O)=O.[Na+]. (3) Given the product [CH2:1]([N:8]1[C:12]([CH3:13])=[C:11]([C:25]2[C:26](=[O:27])[C:23](=[O:22])[C:24]=2[OH:29])[C:10](=[O:14])[N:9]1[C:15]1[CH:16]=[CH:17][C:18]([CH3:21])=[CH:19][CH:20]=1)[C:2]1[CH:3]=[CH:4][CH:5]=[CH:6][CH:7]=1, predict the reactants needed to synthesize it. The reactants are: [CH2:1]([N:8]1[C:12]([CH3:13])=[CH:11][C:10](=[O:14])[N:9]1[C:15]1[CH:20]=[CH:19][C:18]([CH3:21])=[CH:17][CH:16]=1)[C:2]1[CH:7]=[CH:6][CH:5]=[CH:4][CH:3]=1.[OH:22][C:23]1[C:24](=[O:29])[C:25](=O)[C:26]=1[OH:27].C(O)CCC.C1(C)C=CC=CC=1. (4) Given the product [F:12][C:13]1[CH:14]=[C:15]([CH:45]=[C:46]([F:48])[CH:47]=1)[CH2:16][C@H:17]([NH:31][C:32](=[O:44])[CH2:33][CH:34]1[CH2:39][CH2:38][CH2:37][C:36](=[O:43])[CH2:35]1)[C@H:18]([OH:30])[CH2:19][NH:20][CH2:21][C:22]1[CH:27]=[CH:26][CH:25]=[C:24]([CH2:28][CH3:29])[CH:23]=1, predict the reactants needed to synthesize it. The reactants are: O=C1CCCC(CC(O)=O)C1.[F:12][C:13]1[CH:14]=[C:15]([CH:45]=[C:46]([F:48])[CH:47]=1)[CH2:16][C@H:17]([NH:31][C:32](=[O:44])[CH2:33][CH:34]1[CH2:39][CH2:38][CH:37](CCC)[C:36](=[O:43])[CH2:35]1)[C@H:18]([OH:30])[CH2:19][NH:20][CH2:21][C:22]1[CH:27]=[CH:26][CH:25]=[C:24]([CH2:28][CH3:29])[CH:23]=1. (5) Given the product [C:28]([C:25]1[CH:26]=[C:27]([CH2:18][CH3:19])[C:23](=[C:21]([C:35]2[CH:40]=[CH:39][CH:38]=[CH:37][CH:36]=2)[CH3:22])[CH:24]=1)([CH3:30])([CH3:29])[CH3:31], predict the reactants needed to synthesize it. The reactants are: [OH-].[K+].C1O[CH2:19][CH2:18]OCCOCCOCCOCCOC1.[CH2:21]([C:23]1[CH2:27][CH:26]=[C:25]([C:28]([CH3:31])([CH3:30])[CH3:29])[CH:24]=1)[CH3:22].C([C:35]1[CH:40]=[CH:39][CH:38]=[CH:37][CH:36]=1)(=O)C.Cl. (6) Given the product [CH3:19][N:20]([CH3:21])[C:2]1[CH:3]=[CH:4][C:5]2[NH:6][N:7]=[C:8]3[C:17]4[C:12](=[CH:13][CH:14]=[CH:15][CH:16]=4)[C:11](=[O:18])[C:10]=1[C:9]=23, predict the reactants needed to synthesize it. The reactants are: Cl[C:2]1[CH:3]=[CH:4][C:5]2[NH:6][N:7]=[C:8]3[C:17]4[C:12](=[CH:13][CH:14]=[CH:15][CH:16]=4)[C:11](=[O:18])[C:10]=1[C:9]=23.[CH3:19][NH:20][CH3:21]. (7) Given the product [Cl:1][C:2]1[C:7]([F:8])=[CH:6][C:5]([N+:26]([O-:28])=[O:27])=[CH:4][C:3]=1[C@:9]1([CH3:20])[CH2:14][C@@H:13]([C:15]([F:18])([F:16])[F:17])[O:12][C:11]([NH2:19])=[N:10]1, predict the reactants needed to synthesize it. The reactants are: [Cl:1][C:2]1[C:7]([F:8])=[CH:6][CH:5]=[CH:4][C:3]=1[C@:9]1([CH3:20])[CH2:14][C@@H:13]([C:15]([F:18])([F:17])[F:16])[O:12][C:11]([NH2:19])=[N:10]1.S(=O)(=O)(O)O.[N+:26]([O-])([O-:28])=[O:27].[K+]. (8) Given the product [Cl:1][C:2]1[C:3]([O:26][CH3:27])=[C:4](/[C:17](/[CH3:25])=[C:18](/[F:24])\[CH2:19][OH:20])[CH:5]=[C:6]2[C:11]=1[O:10][C:9]([CH3:12])([CH3:13])[CH:8]=[C:7]2[CH:14]([CH3:16])[CH3:15], predict the reactants needed to synthesize it. The reactants are: [Cl:1][C:2]1[C:3]([O:26][CH3:27])=[C:4]([C:17]([CH3:25])=[C:18]([F:24])[C:19](OCC)=[O:20])[CH:5]=[C:6]2[C:11]=1[O:10][C:9]([CH3:13])([CH3:12])[CH:8]=[C:7]2[CH:14]([CH3:16])[CH3:15].ClC1C(OC)=C(/C(/C)=C(/F)\C(OCC)=O)C=C2C=1OC(C)(C)C=C2C(C)C.[H-].C([Al+]CC(C)C)C(C)C. (9) Given the product [C:1]([O:5][C:6](=[O:38])[NH:7][C:8]1([C:12]2[CH:13]=[CH:14][C:15]([C:18]3[C:19]([C:32]4[CH:37]=[CH:36][CH:35]=[CH:34][CH:33]=4)=[CH:20][C:21]4[N:26]5[C:27](=[O:30])[N:28]([CH2:46][C:47]#[N:48])[N:29]=[C:25]5[CH2:24][O:23][C:22]=4[N:31]=3)=[CH:16][CH:17]=2)[CH2:11][CH2:10][CH2:9]1)([CH3:4])([CH3:2])[CH3:3], predict the reactants needed to synthesize it. The reactants are: [C:1]([O:5][C:6](=[O:38])[NH:7][C:8]1([C:12]2[CH:17]=[CH:16][C:15]([C:18]3[C:19]([C:32]4[CH:37]=[CH:36][CH:35]=[CH:34][CH:33]=4)=[CH:20][C:21]4[N:26]5[C:27](=[O:30])[NH:28][N:29]=[C:25]5[CH2:24][O:23][C:22]=4[N:31]=3)=[CH:14][CH:13]=2)[CH2:11][CH2:10][CH2:9]1)([CH3:4])([CH3:3])[CH3:2].C(=O)([O-])[O-].[K+].[K+].Br[CH2:46][C:47]#[N:48].O. (10) Given the product [CH3:1][CH:2]([CH2:23][N:24]([CH2:25][C:26]1[CH:27]=[CH:28][CH:29]=[CH:30][CH:31]=1)[CH3:34])[C:3]([N:5]([CH2:10][C:11]1[CH:21]=[C:20]([Cl:22])[C:14]2[O:15][CH2:16][CH2:17][CH2:18][O:19][C:13]=2[CH:12]=1)[CH2:6][CH:7]([CH3:8])[CH3:9])=[O:4], predict the reactants needed to synthesize it. The reactants are: [CH3:1][CH:2]([CH2:23][NH:24][CH2:25][C:26]1[CH:31]=[CH:30][CH:29]=[CH:28][CH:27]=1)[C:3]([N:5]([CH2:10][C:11]1[CH:21]=[C:20]([Cl:22])[C:14]2[O:15][CH2:16][CH2:17][CH2:18][O:19][C:13]=2[CH:12]=1)[CH2:6][CH:7]([CH3:9])[CH3:8])=[O:4].C=O.[C:34](O)(=O)C.C(O[BH-](OC(=O)C)OC(=O)C)(=O)C.[Na+].